This data is from Full USPTO retrosynthesis dataset with 1.9M reactions from patents (1976-2016). The task is: Predict the reactants needed to synthesize the given product. (1) The reactants are: CC(C)([O-])C.[K+].[CH3:7][C:8]([CH2:19][CH2:20][CH:21]=[C:22]([CH3:24])[CH3:23])=[CH:9][CH2:10]P(OCC)(=O)OCC.[CH3:25][CH:26]([CH:29]([O:33][CH2:34][CH3:35])[O:30][CH2:31][CH3:32])[CH:27]=O.O. Given the product [CH3:25][CH:26]([CH:27]=[CH:10][CH:9]=[C:8]([CH3:7])[CH2:19][CH2:20][CH:21]=[C:22]([CH3:24])[CH3:23])[CH:29]([O:33][CH2:34][CH3:35])[O:30][CH2:31][CH3:32], predict the reactants needed to synthesize it. (2) Given the product [CH3:28][O:29][C:30]([C:32]1([C:2]2[C:11]3[C:6](=[CH:7][CH:8]=[C:9]([I:12])[CH:10]=3)[N:5]=[CH:4][N:3]=2)[CH2:33][CH2:34][N:35]([C:38]([O:40][C:41]([CH3:44])([CH3:43])[CH3:42])=[O:39])[CH2:36][CH2:37]1)=[O:31], predict the reactants needed to synthesize it. The reactants are: Cl[C:2]1[C:11]2[C:6](=[CH:7][CH:8]=[C:9]([I:12])[CH:10]=2)[N:5]=[CH:4][N:3]=1.[Li+].C[Si]([N-][Si](C)(C)C)(C)C.C1COCC1.[CH3:28][O:29][C:30]([CH:32]1[CH2:37][CH2:36][N:35]([C:38]([O:40][C:41]([CH3:44])([CH3:43])[CH3:42])=[O:39])[CH2:34][CH2:33]1)=[O:31]. (3) Given the product [F:36][C:35]([F:38])([F:37])[C:33]([OH:39])=[O:34].[NH:8]1[CH2:9][CH:10]([NH:12][C:13]2[CH:14]=[C:15]3[C:24](=[CH:25][C:26]=2[CH3:27])[O:23][CH2:22][C:21]2[N:16]3[C@H:17]([CH3:29])[C:18](=[O:28])[NH:19][N:20]=2)[CH2:11]1, predict the reactants needed to synthesize it. The reactants are: C(OC([N:8]1[CH2:11][CH:10]([NH:12][C:13]2[CH:14]=[C:15]3[C:24](=[CH:25][C:26]=2[CH3:27])[O:23][CH2:22][C:21]2[N:16]3[C@H:17]([CH3:29])[C:18](=[O:28])[NH:19][N:20]=2)[CH2:9]1)=O)(C)(C)C.C(Cl)Cl.[C:33]([OH:39])([C:35]([F:38])([F:37])[F:36])=[O:34]. (4) Given the product [Br:24][C:19]1[C:20]([CH3:23])=[N:21][O:22][C:18]=1[NH:17][S:13]([C:9]1[S:10][CH:11]=[CH:12][C:8]=1[O:1][C:2]1[CH:7]=[CH:6][CH:5]=[CH:4][CH:3]=1)(=[O:15])=[O:14], predict the reactants needed to synthesize it. The reactants are: [O:1]([C:8]1[CH:12]=[CH:11][S:10][C:9]=1[S:13](Cl)(=[O:15])=[O:14])[C:2]1[CH:7]=[CH:6][CH:5]=[CH:4][CH:3]=1.[NH2:17][C:18]1[O:22][N:21]=[C:20]([CH3:23])[C:19]=1[Br:24].